Task: Predict which catalyst facilitates the given reaction.. Dataset: Catalyst prediction with 721,799 reactions and 888 catalyst types from USPTO (1) Reactant: Cl[CH:2]([C:18]1[CH:23]=[CH:22][C:21]([F:24])=[CH:20][C:19]=1[F:25])[C:3]1[N:7]([CH3:8])[N:6]=[C:5]([CH3:9])[C:4]=1[C:10]1[C:15]([F:16])=[CH:14][CH:13]=[CH:12][C:11]=1[F:17].[CH3:26][S-:27].[Na+]. Product: [F:17][C:11]1[CH:12]=[CH:13][CH:14]=[C:15]([F:16])[C:10]=1[C:4]1[C:5]([CH3:9])=[N:6][N:7]([CH3:8])[C:3]=1[CH:2]([C:18]1[CH:23]=[CH:22][C:21]([F:24])=[CH:20][C:19]=1[F:25])[S:27][CH3:26]. The catalyst class is: 5. (2) Reactant: [C:1]([C:4]1[CH:5]=[CH:6][C:7]([CH:13]2[CH2:18][N:17]([C:19]([O:21][C:22]([CH3:25])([CH3:24])[CH3:23])=[O:20])[CH2:16][CH:15]([C:26](OC)=[O:27])[CH2:14]2)=[C:8]2[C:12]=1[NH:11][CH:10]=[CH:9]2)(=[O:3])[NH2:2].O.[Li+].[BH4-].[NH4+].[Cl-]. Product: [C:1]([C:4]1[CH:5]=[CH:6][C:7]([CH:13]2[CH2:14][CH:15]([CH2:26][OH:27])[CH2:16][N:17]([C:19]([O:21][C:22]([CH3:25])([CH3:24])[CH3:23])=[O:20])[CH2:18]2)=[C:8]2[C:12]=1[NH:11][CH:10]=[CH:9]2)(=[O:3])[NH2:2]. The catalyst class is: 1. (3) Reactant: [Br:1][C:2]1[CH:3]=[C:4]([NH:8][C:9]2[N:14]=[CH:13][N:12]=[C:11]([NH:15][C:16]3[CH:17]=[C:18]([NH2:22])[CH:19]=[CH:20][CH:21]=3)[CH:10]=2)[CH:5]=[CH:6][CH:7]=1.C(N(CC)CC)C.[C:30](Cl)(=[O:33])[CH:31]=[CH2:32]. Product: [Br:1][C:2]1[CH:3]=[C:4]([NH:8][C:9]2[N:14]=[CH:13][N:12]=[C:11]([NH:15][C:16]3[CH:17]=[C:18]([NH:22][C:30](=[O:33])[CH:31]=[CH2:32])[CH:19]=[CH:20][CH:21]=3)[CH:10]=2)[CH:5]=[CH:6][CH:7]=1. The catalyst class is: 1.